Task: Predict the product of the given reaction.. Dataset: Forward reaction prediction with 1.9M reactions from USPTO patents (1976-2016) (1) Given the reactants [NH2:1][C:2]1[CH:18]=[C:17]([O:19][CH3:20])[CH:16]=[CH:15][C:3]=1[C:4]([NH:6][C:7]1[CH:12]=[CH:11][C:10]([C:13]#[N:14])=[CH:9][CH:8]=1)=[O:5].Cl[C:22](Cl)([O:24]C(=O)OC(Cl)(Cl)Cl)Cl, predict the reaction product. The product is: [CH3:20][O:19][C:17]1[CH:18]=[C:2]2[C:3]([C:4](=[O:5])[N:6]([C:7]3[CH:8]=[CH:9][C:10]([C:13]#[N:14])=[CH:11][CH:12]=3)[C:22](=[O:24])[NH:1]2)=[CH:15][CH:16]=1. (2) Given the reactants [CH3:1][O:2][C:3]1[CH:8]=[CH:7][CH:6]=[CH:5][C:4]=1[C:9]1[CH:17]=[C:16]2[C:12]([CH2:13][C:14](=[O:18])[NH:15]2)=[CH:11][CH:10]=1.[CH:19]([C:21]1[NH:22][C:23]2[CH2:24][CH2:25][CH2:26][CH2:27][C:28]=2[C:29]=1[CH2:30][CH2:31][C:32]([OH:34])=[O:33])=O, predict the reaction product. The product is: [CH3:1][O:2][C:3]1[CH:8]=[CH:7][CH:6]=[CH:5][C:4]=1[C:9]1[CH:17]=[C:16]2[C:12]([C:13](=[CH:19][C:21]3[NH:22][C:23]4[CH2:24][CH2:25][CH2:26][CH2:27][C:28]=4[C:29]=3[CH2:30][CH2:31][C:32]([OH:34])=[O:33])[C:14](=[O:18])[NH:15]2)=[CH:11][CH:10]=1. (3) Given the reactants CC(OC)(C)C.[F:7][C:8]1[CH:9]=[C:10]2[C:15](=[CH:16][CH:17]=1)[O:14][C@@H:13]([C@@H:18]1[CH2:20][O:19]1)[CH2:12][CH2:11]2, predict the reaction product. The product is: [F:7][C:8]1[CH:9]=[C:10]2[C:15](=[CH:16][CH:17]=1)[O:14][C@@H:13]([C@H:18]1[CH2:20][O:19]1)[CH2:12][CH2:11]2. (4) Given the reactants [Cl:1][C:2]1[CH:7]=[CH:6][C:5]([C:8]2[CH:9]=[C:10]3[C:16]([C:17]([C:19]4[C:20]([F:33])=[C:21]([NH:26][S:27]([CH2:30][CH2:31][CH3:32])(=[O:29])=[O:28])[CH:22]=[CH:23][C:24]=4[F:25])=[O:18])=[CH:15][NH:14][C:11]3=[N:12][CH:13]=2)=[CH:4][CH:3]=1.[OH-].[K+].[C:36](=[O:45])([O:41][CH:42]([CH3:44])[CH3:43])[O:37][CH:38](Cl)[CH3:39], predict the reaction product. The product is: [C:36](=[O:45])([O:41][CH:42]([CH3:44])[CH3:43])[O:37][CH:38]([N:14]1[C:11]2=[N:12][CH:13]=[C:8]([C:5]3[CH:6]=[CH:7][C:2]([Cl:1])=[CH:3][CH:4]=3)[CH:9]=[C:10]2[C:16]([C:17](=[O:18])[C:19]2[C:24]([F:25])=[CH:23][CH:22]=[C:21]([NH:26][S:27]([CH2:30][CH2:31][CH3:32])(=[O:28])=[O:29])[C:20]=2[F:33])=[CH:15]1)[CH3:39]. (5) Given the reactants [CH:1]1([NH:4][C:5](=[O:31])[C:6]2[CH:11]=[CH:10][C:9]([C:12]3[N:16]4[CH:17]=[C:18]([C:25]5[CH:30]=[CH:29][N:28]=[CH:27][CH:26]=5)[N:19]=[C:20](S(C)(=O)=O)[C:15]4=[N:14][CH:13]=3)=[CH:8][CH:7]=2)[CH2:3][CH2:2]1.[NH2:32][CH2:33][CH2:34][CH2:35][NH:36][C:37](=[O:43])[O:38][C:39]([CH3:42])([CH3:41])[CH3:40].CCN(C(C)C)C(C)C, predict the reaction product. The product is: [CH:1]1([NH:4][C:5]([C:6]2[CH:11]=[CH:10][C:9]([C:12]3[N:16]4[CH:17]=[C:18]([C:25]5[CH:30]=[CH:29][N:28]=[CH:27][CH:26]=5)[N:19]=[C:20]([NH:32][CH2:33][CH2:34][CH2:35][NH:36][C:37](=[O:43])[O:38][C:39]([CH3:41])([CH3:40])[CH3:42])[C:15]4=[N:14][CH:13]=3)=[CH:8][CH:7]=2)=[O:31])[CH2:3][CH2:2]1. (6) Given the reactants Cl.[NH2:2][OH:3].C([O-])(=O)C.[Na+].[CH:9]1([O:14][C:15]2[CH:16]=[C:17]([CH:20]=[CH:21][C:22]=2[O:23][CH3:24])[CH:18]=O)[CH2:13][CH2:12][CH2:11][CH2:10]1, predict the reaction product. The product is: [CH:9]1([O:14][C:15]2[CH:16]=[C:17]([CH:20]=[CH:21][C:22]=2[O:23][CH3:24])[CH:18]=[N:2][OH:3])[CH2:13][CH2:12][CH2:11][CH2:10]1.